Task: Predict the reaction yield, written as a fraction of the theoretical maximum amount of product (1.0 means a 100% yield; for example, 0.34 means a 34% yield).. Dataset: Reaction yield outcomes from USPTO patents with 853,638 reactions (1) The reactants are [C:1]([NH:4][C:5]1[CH:10]=[C:9]([N:11]2[CH:15]=[C:14]([C:16]([O:18]CC)=[O:17])[C:13]([I:21])=[N:12]2)[C:8]([CH3:22])=[CH:7][N:6]=1)(=[O:3])[CH3:2].C1COCC1.Cl. The catalyst is CO. The product is [C:1]([NH:4][C:5]1[CH:10]=[C:9]([N:11]2[CH:15]=[C:14]([C:16]([OH:18])=[O:17])[C:13]([I:21])=[N:12]2)[C:8]([CH3:22])=[CH:7][N:6]=1)(=[O:3])[CH3:2]. The yield is 0.920. (2) The reactants are [CH3:1][C:2]1([CH3:50])[CH2:13][C:12]2[CH:11]=[C:10]3[N:5]([CH2:6][CH2:7][N:8]([C:15]4[C:20]([CH:21]=[O:22])=[C:19]([C:23]5[CH:28]=[C:27]([NH:29][C:30]6[CH:35]=[CH:34][C:33]([N:36]7[CH2:41][CH2:40][N:39]([CH:42]8[CH2:45][O:44][CH2:43]8)[CH2:38][C@@H:37]7[CH2:46][CH3:47])=[CH:32][N:31]=6)[C:26](=[O:48])[N:25]([CH3:49])[CH:24]=5)[CH:18]=[CH:17][N:16]=4)[C:9]3=[O:14])[C:4]=2[CH2:3]1.[BH4-].[Na+]. The catalyst is CO. The product is [CH2:46]([C@H:37]1[CH2:38][N:39]([CH:42]2[CH2:43][O:44][CH2:45]2)[CH2:40][CH2:41][N:36]1[C:33]1[CH:34]=[CH:35][C:30]([NH:29][C:27]2[C:26](=[O:48])[N:25]([CH3:49])[CH:24]=[C:23]([C:19]3[CH:18]=[CH:17][N:16]=[C:15]([N:8]4[CH2:7][CH2:6][N:5]5[C:4]6[CH2:3][C:2]([CH3:50])([CH3:1])[CH2:13][C:12]=6[CH:11]=[C:10]5[C:9]4=[O:14])[C:20]=3[CH2:21][OH:22])[CH:28]=2)=[N:31][CH:32]=1)[CH3:47]. The yield is 0.720. (3) The yield is 0.880. The catalyst is C(Cl)Cl. The product is [F:22][C:23]1[CH:24]=[C:25]([CH:29]=[CH:30][C:31]=1[C:32]([F:33])([F:34])[F:35])[C:26]([NH:21][C:9]1[CH:10]=[CH:11][C:12]([O:13][CH2:14][CH2:15][N:16]2[CH2:20][CH2:19][CH2:18][CH2:17]2)=[C:7]([C:6]2[N:2]([CH3:1])[N:3]=[CH:4][CH:5]=2)[CH:8]=1)=[O:27]. The reactants are [CH3:1][N:2]1[C:6]([C:7]2[CH:8]=[C:9]([NH2:21])[CH:10]=[CH:11][C:12]=2[O:13][CH2:14][CH2:15][N:16]2[CH2:20][CH2:19][CH2:18][CH2:17]2)=[CH:5][CH:4]=[N:3]1.[F:22][C:23]1[CH:24]=[C:25]([CH:29]=[CH:30][C:31]=1[C:32]([F:35])([F:34])[F:33])[C:26](Cl)=[O:27].C(N(CC)CC)C. (4) The reactants are C([C:3]1[CH:4]=[C:5]([CH2:9][CH2:10][C:11]([NH2:13])=O)C=CC=1)C.[OH-].[Na+].C(OI(C1C=CC=CC=1)OC(=O)C)(=O)C.Cl.[CH2:32]1[CH2:36]O[CH2:34][CH2:33]1. The catalyst is CCOC(C)=O.O. The product is [CH2:33]([C:32]1[CH:36]=[C:9]([CH2:10][CH2:11][NH2:13])[CH:5]=[CH:4][CH:3]=1)[CH3:34]. The yield is 0.587. (5) The reactants are [OH:1][C:2]1[CH:7]=[CH:6][CH:5]=[CH:4][C:3]=1[S:8](=[O:11])(=[O:10])[NH2:9].Br[CH2:13][C:14]([NH2:16])=[O:15].C([O-])([O-])=O.[K+].[K+]. The catalyst is C(#N)C. The product is [S:8]([C:3]1[CH:4]=[CH:5][CH:6]=[CH:7][C:2]=1[O:1][CH2:13][C:14]([NH2:16])=[O:15])(=[O:11])(=[O:10])[NH2:9]. The yield is 0.470.